Regression. Given two drug SMILES strings and cell line genomic features, predict the synergy score measuring deviation from expected non-interaction effect. From a dataset of NCI-60 drug combinations with 297,098 pairs across 59 cell lines. (1) Drug 1: C(CC(=O)O)C(=O)CN.Cl. Drug 2: C1CN(CCN1C(=O)CCBr)C(=O)CCBr. Cell line: RPMI-8226. Synergy scores: CSS=31.2, Synergy_ZIP=-7.65, Synergy_Bliss=-2.74, Synergy_Loewe=0.590, Synergy_HSA=1.77. (2) Synergy scores: CSS=21.8, Synergy_ZIP=-3.04, Synergy_Bliss=-10.4, Synergy_Loewe=-42.9, Synergy_HSA=-11.4. Drug 2: C1CN(P(=O)(OC1)NCCCl)CCCl. Drug 1: C1=CN(C(=O)N=C1N)C2C(C(C(O2)CO)O)O.Cl. Cell line: SR. (3) Drug 1: CS(=O)(=O)C1=CC(=C(C=C1)C(=O)NC2=CC(=C(C=C2)Cl)C3=CC=CC=N3)Cl. Drug 2: B(C(CC(C)C)NC(=O)C(CC1=CC=CC=C1)NC(=O)C2=NC=CN=C2)(O)O. Cell line: NCI-H522. Synergy scores: CSS=9.37, Synergy_ZIP=-2.97, Synergy_Bliss=0.851, Synergy_Loewe=3.23, Synergy_HSA=1.16. (4) Drug 2: C1CC(=O)NC(=O)C1N2C(=O)C3=CC=CC=C3C2=O. Synergy scores: CSS=19.4, Synergy_ZIP=10.6, Synergy_Bliss=18.2, Synergy_Loewe=17.4, Synergy_HSA=17.8. Cell line: SN12C. Drug 1: C1CCC(CC1)NC(=O)N(CCCl)N=O. (5) Drug 1: C1=CC(=C2C(=C1NCCNCCO)C(=O)C3=C(C=CC(=C3C2=O)O)O)NCCNCCO. Drug 2: CC=C1C(=O)NC(C(=O)OC2CC(=O)NC(C(=O)NC(CSSCCC=C2)C(=O)N1)C(C)C)C(C)C. Cell line: UACC62. Synergy scores: CSS=84.8, Synergy_ZIP=3.02, Synergy_Bliss=2.73, Synergy_Loewe=3.49, Synergy_HSA=6.16. (6) Drug 1: CC(CN1CC(=O)NC(=O)C1)N2CC(=O)NC(=O)C2. Drug 2: C1=CC(=CC=C1CC(C(=O)O)N)N(CCCl)CCCl.Cl. Cell line: SF-268. Synergy scores: CSS=29.3, Synergy_ZIP=8.46, Synergy_Bliss=14.1, Synergy_Loewe=9.14, Synergy_HSA=12.5.